This data is from Catalyst prediction with 721,799 reactions and 888 catalyst types from USPTO. The task is: Predict which catalyst facilitates the given reaction. The catalyst class is: 11. Product: [CH3:36][O:37][C:38](=[O:49])[CH2:39][CH2:40][C:41]1[CH:46]=[CH:45][C:44]([O:11][CH2:10][CH:9]([C:8]2[S:7][C:6]([C:13]3[CH:14]=[CH:15][C:16]([C:19]([F:21])([F:22])[F:20])=[CH:17][CH:18]=3)=[N:5][C:4]=2[CH:1]([CH3:2])[CH3:3])[CH3:12])=[CH:43][C:42]=1[CH3:48]. Reactant: [CH:1]([C:4]1[N:5]=[C:6]([C:13]2[CH:18]=[CH:17][C:16]([C:19]([F:22])([F:21])[F:20])=[CH:15][CH:14]=2)[S:7][C:8]=1[CH:9]([CH3:12])[CH2:10][OH:11])([CH3:3])[CH3:2].C(P(CCCC)CCCC)CCC.[CH3:36][O:37][C:38](=[O:49])[CH2:39][CH2:40][C:41]1[CH:46]=[CH:45][C:44](O)=[CH:43][C:42]=1[CH3:48].